Dataset: Forward reaction prediction with 1.9M reactions from USPTO patents (1976-2016). Task: Predict the product of the given reaction. (1) Given the reactants C[C:2]([C:12]1[CH:17]=[CH:16][C:15]([S:18]([CH3:21])(=[O:20])=[O:19])=[CH:14][CH:13]=1)([CH2:6][CH:7]1[CH2:11][CH2:10][CH2:9][CH2:8]1)[C:3]([OH:5])=[O:4].[OH-].[Na+], predict the reaction product. The product is: [CH:7]1([CH2:6][CH:2]([C:12]2[CH:17]=[CH:16][C:15]([S:18]([CH3:21])(=[O:20])=[O:19])=[CH:14][CH:13]=2)[C:3]([OH:5])=[O:4])[CH2:11][CH2:10][CH2:9][CH2:8]1. (2) The product is: [CH2:24]([N:26]1[CH2:2][CH2:1][P:3](=[O:4])([C:5]2[CH:6]=[CH:7][C:8]([N+:11]([O-:13])=[O:12])=[CH:9][CH:10]=2)[CH2:14][CH2:15]1)[CH3:25]. Given the reactants [CH:1]([P:3]([CH:14]=[CH2:15])([C:5]1[CH:10]=[CH:9][C:8]([N+:11]([O-:13])=[O:12])=[CH:7][CH:6]=1)=[O:4])=[CH2:2].[OH-].[Na+].O1CCCC1.Cl.[CH2:24]([NH2:26])[CH3:25].C(=O)(O)[O-].[Na+], predict the reaction product. (3) Given the reactants [Cl:1][C:2]1[CH:3]=[C:4]([OH:26])[CH:5]=[CH:6][C:7]=1[CH:8]([CH3:25])[C:9]([OH:24])([C:14]1[CH:15]=[N:16][C:17]2[C:22]([CH:23]=1)=[CH:21][CH:20]=[CH:19][CH:18]=2)[C:10]([F:13])([F:12])[F:11].[H-].[Na+].[CH3:29][S:30]([C:33]1[CH:40]=[CH:39][C:36]([CH2:37]Br)=[CH:35][CH:34]=1)(=[O:32])=[O:31].C(=O)([O-])[O-].[Cs+].[Cs+], predict the reaction product. The product is: [Cl:1][C:2]1[CH:3]=[C:4]([O:26][CH2:37][C:36]2[CH:35]=[CH:34][C:33]([S:30]([CH3:29])(=[O:32])=[O:31])=[CH:40][CH:39]=2)[CH:5]=[CH:6][C:7]=1[CH:8]([CH3:25])[C:9]([C:14]1[CH:15]=[N:16][C:17]2[C:22]([CH:23]=1)=[CH:21][CH:20]=[CH:19][CH:18]=2)([OH:24])[C:10]([F:11])([F:13])[F:12]. (4) Given the reactants C(OC([NH:11][CH2:12][CH2:13][C:14]1[CH:19]=[CH:18][CH:17]=[CH:16][C:15]=1[O:20][CH2:21][CH2:22][N:23]1[CH2:28][CH2:27][O:26][CH2:25][CH2:24]1)=O)C1C=CC=CC=1, predict the reaction product. The product is: [O:26]1[CH2:25][CH2:24][N:23]([CH2:22][CH2:21][O:20][C:15]2[CH:16]=[CH:17][CH:18]=[CH:19][C:14]=2[CH2:13][CH2:12][NH2:11])[CH2:28][CH2:27]1. (5) Given the reactants C(=O)([O-])[O-].[Cs+].[Cs+].[F:7][C:8]1[CH:13]=[CH:12][C:11](I)=[CH:10][C:9]=1[C:15]([N:17]1[CH2:22][CH2:21][CH:20]([O:23][CH3:24])[CH2:19][CH2:18]1)=[O:16].C(OCC)(=O)[CH2:26][C:27]([O:29][CH2:30][CH3:31])=[O:28], predict the reaction product. The product is: [F:7][C:8]1[CH:13]=[CH:12][C:11]([CH2:26][C:27]([O:29][CH2:30][CH3:31])=[O:28])=[CH:10][C:9]=1[C:15]([N:17]1[CH2:22][CH2:21][CH:20]([O:23][CH3:24])[CH2:19][CH2:18]1)=[O:16]. (6) Given the reactants Cl[CH2:2][CH2:3][CH2:4][S:5]([C:8]1[CH:13]=[CH:12][CH:11]=[CH:10][CH:9]=1)(=[O:7])=[O:6].[Na+].[I-:15], predict the reaction product. The product is: [I:15][CH2:2][CH2:3][CH2:4][S:5]([C:8]1[CH:13]=[CH:12][CH:11]=[CH:10][CH:9]=1)(=[O:7])=[O:6]. (7) Given the reactants Br[C:2]1[CH:3]=[C:4]([NH:10][S:11]([CH3:14])(=[O:13])=[O:12])[C:5]([O:8][CH3:9])=[N:6][CH:7]=1.[CH3:15][C:16]1([CH3:32])[C:20]([CH3:22])([CH3:21])[O:19][B:18]([B:18]2[O:19][C:20]([CH3:22])([CH3:21])[C:16]([CH3:32])([CH3:15])[O:17]2)[O:17]1.C1C=CC(P(C2C=CC=CC=2)C2C=CC=CC=2)=CC=1.CC([O-])=O.[K+], predict the reaction product. The product is: [CH3:9][O:8][C:5]1[C:4]([NH:10][S:11]([CH3:14])(=[O:13])=[O:12])=[CH:3][C:2]([B:18]2[O:19][C:20]([CH3:22])([CH3:21])[C:16]([CH3:32])([CH3:15])[O:17]2)=[CH:7][N:6]=1. (8) Given the reactants [CH:1]1[C:11]2[CH2:10][CH2:9][C:8]3[CH:12]=[CH:13][CH:14]=[CH:15][C:7]=3[C:6](=[CH:16][C:17]3[CH:18]=[C:19]([NH2:23])[CH:20]=[CH:21][CH:22]=3)[C:5]=2[CH:4]=[CH:3][CH:2]=1.[CH3:24][CH:25]([CH3:31])[CH2:26][S:27](Cl)(=[O:29])=[O:28], predict the reaction product. The product is: [CH:1]1[C:11]2[CH2:10][CH2:9][C:8]3[CH:12]=[CH:13][CH:14]=[CH:15][C:7]=3[C:6](=[CH:16][C:17]3[CH:18]=[C:19]([NH:23][S:27]([CH2:26][CH:25]([CH3:31])[CH3:24])(=[O:29])=[O:28])[CH:20]=[CH:21][CH:22]=3)[C:5]=2[CH:4]=[CH:3][CH:2]=1. (9) Given the reactants [Cl:1][C:2]1[CH:8]=[CH:7][C:5]([NH2:6])=[C:4]([C:9]2[CH:14]=[C:13]([O:15][CH3:16])[N:12]=[CH:11][N:10]=2)[CH:3]=1.[CH3:17]OC(OC)OC.[N-:24]=[N+:25]=[N-:26].[Na+].O, predict the reaction product. The product is: [Cl:1][C:2]1[CH:8]=[CH:7][C:5]([N:6]2[CH:17]=[N:26][N:25]=[N:24]2)=[C:4]([C:9]2[CH:14]=[C:13]([O:15][CH3:16])[N:12]=[CH:11][N:10]=2)[CH:3]=1.